Dataset: Forward reaction prediction with 1.9M reactions from USPTO patents (1976-2016). Task: Predict the product of the given reaction. (1) Given the reactants [CH3:1][NH:2][C:3]1[N:8]=[C:7]([C:9]2[C:10]([O:15][C:16]3[CH:21]=[CH:20][C:19]([NH:22][C:23](=[O:39])[CH:24]([NH:31]C(=O)OC(C)(C)C)[C:25]4[CH:30]=[CH:29][CH:28]=[CH:27][CH:26]=4)=[CH:18][CH:17]=3)=[N:11][CH:12]=[CH:13][CH:14]=2)[CH:6]=[CH:5][N:4]=1.C(O)(C(F)(F)F)=O.C(=O)(O)[O-].[Na+], predict the reaction product. The product is: [NH2:31][CH:24]([C:25]1[CH:26]=[CH:27][CH:28]=[CH:29][CH:30]=1)[C:23]([NH:22][C:19]1[CH:20]=[CH:21][C:16]([O:15][C:10]2[C:9]([C:7]3[CH:6]=[CH:5][N:4]=[C:3]([NH:2][CH3:1])[N:8]=3)=[CH:14][CH:13]=[CH:12][N:11]=2)=[CH:17][CH:18]=1)=[O:39]. (2) Given the reactants [CH:1]1([C:4]([N:6]2[CH2:10][CH2:9][C@@H:8]([CH2:11][NH:12][C:13]3[C:14]([NH2:20])=[CH:15][CH:16]=[C:17]([CH3:19])[CH:18]=3)[CH2:7]2)=[O:5])[CH2:3][CH2:2]1.[O:21]1[C:25]2[CH:26]=[CH:27][C:28]([C:30]3[CH:37]=[CH:36][CH:35]=[CH:34][C:31]=3C=O)=[CH:29][C:24]=2[CH:23]=[CH:22]1.OOS([O-])=O.[K+].[CH3:44]N(C=O)C, predict the reaction product. The product is: [O:21]1[C:25]2[CH:26]=[CH:27][C:28]([C:30]3[CH:31]=[CH:34][C:35]([C:44]4[N:12]([CH2:11][C@@H:8]5[CH2:9][CH2:10][N:6]([C:4]([CH:1]6[CH2:3][CH2:2]6)=[O:5])[CH2:7]5)[C:13]5[CH:18]=[C:17]([CH3:19])[CH:16]=[CH:15][C:14]=5[N:20]=4)=[CH:36][CH:37]=3)=[CH:29][C:24]=2[CH:23]=[CH:22]1. (3) Given the reactants C(Cl)(=O)C(Cl)=O.[OH:7][CH:8]([CH3:31])[CH2:9][NH:10][C:11]([C@H:13]1[CH2:18][CH2:17][C@H:16]([C:19]2[NH:20][CH:21]=[C:22]([C:24]3[CH:29]=[CH:28][CH:27]=[C:26]([Br:30])[CH:25]=3)[N:23]=2)[CH2:15][CH2:14]1)=[O:12], predict the reaction product. The product is: [O:7]=[C:8]([CH3:31])[CH2:9][NH:10][C:11]([C@H:13]1[CH2:14][CH2:15][C@H:16]([C:19]2[NH:20][CH:21]=[C:22]([C:24]3[CH:29]=[CH:28][CH:27]=[C:26]([Br:30])[CH:25]=3)[N:23]=2)[CH2:17][CH2:18]1)=[O:12]. (4) Given the reactants C(N(CC)CC)C.[F:8][C:9]1[C:14]([F:15])=[CH:13][CH:12]=[CH:11][C:10]=1[C@H:16]1[CH2:22][N:21]2[C:23]([CH2:26][C:27]([F:30])([F:29])[F:28])=[CH:24][N:25]=[C:20]2[C@H:19]([NH2:31])[CH2:18][CH2:17]1.Cl[C:33](OC1C=CC([N+]([O-])=O)=CC=1)=[O:34].[N:45]1[C:49]2([CH2:54][CH2:53][NH:52][CH2:51][CH2:50]2)[C:48](=[O:55])[NH:47][CH:46]=1.C(=O)([O-])[O-].[Na+].[Na+], predict the reaction product. The product is: [F:8][C:9]1[C:14]([F:15])=[CH:13][CH:12]=[CH:11][C:10]=1[C@H:16]1[CH2:22][N:21]2[C:23]([CH2:26][C:27]([F:30])([F:28])[F:29])=[CH:24][N:25]=[C:20]2[C@H:19]([NH:31][C:33]([N:52]2[CH2:51][CH2:50][C:49]3([N:45]=[CH:46][NH:47][C:48]3=[O:55])[CH2:54][CH2:53]2)=[O:34])[CH2:18][CH2:17]1. (5) Given the reactants CCN=C=NCCCN(C)C.[OH:12][CH2:13][C:14]1[N:18]2[C:19](=[O:35])[N:20]([CH:22]3[CH2:27][CH2:26][N:25]([C:28]([O:30][C:31]([CH3:34])([CH3:33])[CH3:32])=[O:29])[CH2:24][CH2:23]3)[CH2:21][C:17]2=[CH:16][N:15]=1.[C:36]([NH:39][CH2:40][CH2:41][CH2:42][C:43](O)=[O:44])(=[O:38])[CH3:37].CN(C1C=CC=CN=1)C, predict the reaction product. The product is: [C:36]([NH:39][CH2:40][CH2:41][CH2:42][C:43]([O:12][CH2:13][C:14]1[N:18]2[C:19](=[O:35])[N:20]([CH:22]3[CH2:23][CH2:24][N:25]([C:28]([O:30][C:31]([CH3:32])([CH3:34])[CH3:33])=[O:29])[CH2:26][CH2:27]3)[CH2:21][C:17]2=[CH:16][N:15]=1)=[O:44])(=[O:38])[CH3:37]. (6) Given the reactants [Br:1][C:2]1[N:7]=[C:6]([NH2:8])[CH:5]=[CH:4][CH:3]=1.C(=O)([O-])[O-].[K+].[K+].CS(O[CH2:20][C:21]1([C:24]#[N:25])[CH2:23][CH2:22]1)(=O)=O.[H-].[Na+], predict the reaction product. The product is: [Br:1][C:2]1[N:7]=[C:6]([NH:8][CH2:20][C:21]2([C:24]#[N:25])[CH2:23][CH2:22]2)[CH:5]=[CH:4][CH:3]=1. (7) Given the reactants [CH3:1][O:2][C:3]([C:5]1[S:6][C:7]2[C:8](=[O:20])[CH2:9][O:10][C:11]3[CH:18]=[CH:17][C:16]([Br:19])=[CH:15][C:12]=3[C:13]=2[N:14]=1)=[O:4].[CH3:21][Mg+].[Br-], predict the reaction product. The product is: [CH3:1][O:2][C:3]([C:5]1[S:6][C:7]2[C:8]([OH:20])([CH3:21])[CH2:9][O:10][C:11]3[CH:18]=[CH:17][C:16]([Br:19])=[CH:15][C:12]=3[C:13]=2[N:14]=1)=[O:4].